From a dataset of Full USPTO retrosynthesis dataset with 1.9M reactions from patents (1976-2016). Predict the reactants needed to synthesize the given product. (1) Given the product [CH2:5]([S:7][C:8]1[CH:26]=[C:25]([C:27]([F:30])([F:28])[F:29])[CH:24]=[CH:23][C:9]=1[C:10]([N:12]([CH3:31])[C:13]1[CH:18]=[CH:17][C:16]([C:19]([F:20])([F:21])[F:22])=[CH:15][N:14]=1)=[O:11])[CH3:6], predict the reactants needed to synthesize it. The reactants are: [H-].[Na+].CI.[CH2:5]([S:7][C:8]1[CH:26]=[C:25]([C:27]([F:30])([F:29])[F:28])[CH:24]=[CH:23][C:9]=1[C:10]([NH:12][C:13]1[CH:18]=[CH:17][C:16]([C:19]([F:22])([F:21])[F:20])=[CH:15][N:14]=1)=[O:11])[CH3:6].[CH2:31]1COCC1. (2) Given the product [Cl:1][C:2]1[CH:7]=[CH:6][C:5]([C:8]2[O:12][N:11]=[C:10](/[CH:13]=[N:21]/[S@@:19]([C:16]([CH3:18])([CH3:17])[CH3:15])=[O:20])[CH:9]=2)=[CH:4][CH:3]=1, predict the reactants needed to synthesize it. The reactants are: [Cl:1][C:2]1[CH:7]=[CH:6][C:5]([C:8]2[O:12][N:11]=[C:10]([CH:13]=O)[CH:9]=2)=[CH:4][CH:3]=1.[CH3:15][C:16]([S@:19]([NH2:21])=[O:20])([CH3:18])[CH3:17].